This data is from Reaction yield outcomes from USPTO patents with 853,638 reactions. The task is: Predict the reaction yield, written as a fraction of the theoretical maximum amount of product (1.0 means a 100% yield; for example, 0.34 means a 34% yield). (1) The reactants are [NH2:1][CH2:2][CH2:3][OH:4].[CH:5]1([C:8]2[N:13]=[C:12]([C:14]([NH:16][C:17]3[CH:25]=[N:24][CH:23]=[CH:22][C:18]=3[C:19](O)=[O:20])=[O:15])[C:11]([NH:26][C:27]3[CH:28]=[N:29][CH:30]=[N:31][CH:32]=3)=[CH:10][CH:9]=2)[CH2:7][CH2:6]1. No catalyst specified. The product is [OH:4][CH2:3][CH2:2][NH:1][C:19]([C:18]1[CH:22]=[CH:23][N:24]=[CH:25][C:17]=1[NH:16][C:14]([C:12]1[C:11]([NH:26][C:27]2[CH:28]=[N:29][CH:30]=[N:31][CH:32]=2)=[CH:10][CH:9]=[C:8]([CH:5]2[CH2:7][CH2:6]2)[N:13]=1)=[O:15])=[O:20]. The yield is 0.360. (2) The reactants are [OH:1][C:2]1[N:6]([C:7]2[CH:12]=[C:11]([C:13]#[N:14])[CH:10]=[CH:9][N:8]=2)[N:5]=[CH:4][CH:3]=1.[CH3:15][O:16][C:17]1[CH:18]=[C:19]([CH:22]=[CH:23][CH:24]=1)[CH2:20]O. No catalyst specified. The product is [CH3:15][O:16][C:17]1[CH:18]=[C:19]([CH:22]=[CH:23][CH:24]=1)[CH2:20][O:1][C:2]1[N:6]([C:7]2[CH:12]=[C:11]([C:13]#[N:14])[CH:10]=[CH:9][N:8]=2)[N:5]=[CH:4][CH:3]=1. The yield is 0.130. (3) The product is [NH2:22][CH2:21][C:18]1[CH:17]=[CH:16][C:15]([S:12]([N:11]=[C:10]([N:2]2[N:3]=[CH:4][C:5]3([CH2:9][CH2:8][CH2:7][CH2:6]3)[CH2:1]2)[NH:33][CH2:34][CH3:35])(=[O:13])=[O:14])=[CH:20][CH:19]=1. The reactants are [CH2:1]1[C:5]2([CH2:9][CH2:8][CH2:7][CH2:6]2)[CH:4]=[N:3][N:2]1[C:10]([NH:33][CH2:34][CH3:35])=[N:11][S:12]([C:15]1[CH:20]=[CH:19][C:18]([CH2:21][N:22]2C(=O)C3C(=CC=CC=3)C2=O)=[CH:17][CH:16]=1)(=[O:14])=[O:13].O.NN. The catalyst is CCO. The yield is 0.670. (4) The reactants are Cl[C:2]1[N:7]=[C:6]([C:8]2[CH:9]=[C:10]([NH:14][C:15](=[O:18])[CH:16]=[CH2:17])[CH:11]=[CH:12][CH:13]=2)[C:5]([Cl:19])=[CH:4][N:3]=1.[NH2:20][C:21]1[CH:22]=[CH:23][C:24]([N:28]2[CH2:33][CH2:32][O:31][CH2:30][CH2:29]2)=[C:25]([OH:27])[CH:26]=1.C(=O)([O-])[O-].[K+].[K+]. The catalyst is CC(O)(C)C.C1C=CC(/C=C/C(/C=C/C2C=CC=CC=2)=O)=CC=1.C1C=CC(/C=C/C(/C=C/C2C=CC=CC=2)=O)=CC=1.C1C=CC(/C=C/C(/C=C/C2C=CC=CC=2)=O)=CC=1.[Pd].[Pd].C1(P(C2C=CC=CC=2)C2C3OC4C(=CC=CC=4P(C4C=CC=CC=4)C4C=CC=CC=4)C(C)(C)C=3C=CC=2)C=CC=CC=1. The product is [Cl:19][C:5]1[C:6]([C:8]2[CH:9]=[C:10]([NH:14][C:15](=[O:18])[CH:16]=[CH2:17])[CH:11]=[CH:12][CH:13]=2)=[N:7][C:2]([NH:20][C:21]2[CH:22]=[CH:23][C:24]([N:28]3[CH2:29][CH2:30][O:31][CH2:32][CH2:33]3)=[C:25]([OH:27])[CH:26]=2)=[N:3][CH:4]=1. The yield is 0.500. (5) The reactants are [CH3:1][C@H:2]1[CH2:7][CH2:6][C@H:5]([OH:8])[CH2:4][CH2:3]1.O[C:10]1[CH:11]=[C:12]2[C:17](=[CH:18][CH:19]=1)[C:16]([C:20]([O:22][CH3:23])=[O:21])=[CH:15][CH:14]=[CH:13]2.C1C=CC(P(C2C=CC=CC=2)C2C=CC=CC=2)=CC=1.CC(OC(/N=N/C(OC(C)C)=O)=O)C. The catalyst is C1COCC1. The product is [CH3:1][C@@H:2]1[CH2:7][CH2:6][C@H:5]([O:8][C:10]2[CH:11]=[C:12]3[C:17](=[CH:18][CH:19]=2)[C:16]([C:20]([O:22][CH3:23])=[O:21])=[CH:15][CH:14]=[CH:13]3)[CH2:4][CH2:3]1. The yield is 0.350. (6) The reactants are [OH:1][C:2]1[C:9]([N+:10]([O-:12])=[O:11])=[CH:8][C:5]([CH:6]=[O:7])=[CH:4][C:3]=1[O:13]C.Br.CCOC(C)=O. The catalyst is C(O)(=O)C. The product is [OH:13][C:3]1[CH:4]=[C:5]([CH:8]=[C:9]([N+:10]([O-:12])=[O:11])[C:2]=1[OH:1])[CH:6]=[O:7]. The yield is 0.395. (7) The reactants are [I:1][C:2]1[C:10]2[C:5](=[C:6]([O:11][CH3:12])[N:7]=[CH:8][CH:9]=2)[NH:4][CH:3]=1.[H-].[Na+].[CH3:15]I. The catalyst is CN(C)C=O. The product is [I:1][C:2]1[C:10]2[C:5](=[C:6]([O:11][CH3:12])[N:7]=[CH:8][CH:9]=2)[N:4]([CH3:15])[CH:3]=1. The yield is 0.950. (8) The reactants are [NH2:1][C:2]1[S:3][C:4]([C:25]2[CH:30]=[CH:29][N:28]=[C:27](Cl)[N:26]=2)=[C:5]([C:7]2[CH:8]=[C:9]([N:13]([CH3:24])[C:14](=[O:23])[C:15]3[C:20]([F:21])=[CH:19][CH:18]=[CH:17][C:16]=3[F:22])[CH:10]=[CH:11][CH:12]=2)[N:6]=1.CC(O)C.[F:36][C:37]1[CH:38]=[C:39]([NH2:43])[CH:40]=[CH:41][CH:42]=1. The catalyst is Cl.C(N(CC)CC)C. The product is [NH2:1][C:2]1[S:3][C:4]([C:25]2[CH:30]=[CH:29][N:28]=[C:27]([NH:43][C:39]3[CH:40]=[CH:41][CH:42]=[C:37]([F:36])[CH:38]=3)[N:26]=2)=[C:5]([C:7]2[CH:8]=[C:9]([N:13]([CH3:24])[C:14](=[O:23])[C:15]3[C:20]([F:21])=[CH:19][CH:18]=[CH:17][C:16]=3[F:22])[CH:10]=[CH:11][CH:12]=2)[N:6]=1. The yield is 0.510. (9) The reactants are [F:1][C:2]1[C:11]2[NH:10][C:9](=[O:12])[C:8]3[S:13][CH:14]=[CH:15][C:7]=3[C:6]=2[C:5]([C:16]2[CH:30]=[CH:29][C:19]([CH2:20][NH:21]C(=O)OC(C)(C)C)=[CH:18][CH:17]=2)=[C:4]([O:31][CH3:32])[CH:3]=1.[ClH:33]. No catalyst specified. The product is [ClH:33].[NH2:21][CH2:20][C:19]1[CH:29]=[CH:30][C:16]([C:5]2[C:6]3[C:7]4[CH:15]=[CH:14][S:13][C:8]=4[C:9](=[O:12])[NH:10][C:11]=3[C:2]([F:1])=[CH:3][C:4]=2[O:31][CH3:32])=[CH:17][CH:18]=1. The yield is 0.900.